Dataset: Catalyst prediction with 721,799 reactions and 888 catalyst types from USPTO. Task: Predict which catalyst facilitates the given reaction. (1) Reactant: C1(P(N=[N+]=[N-])(C2C=CC=CC=2)=[O:8])C=CC=CC=1.[Br:18][C:19]1[CH:27]=[C:26]([F:28])[CH:25]=[CH:24][C:20]=1C(O)=O.C([N:31]([CH2:34]C)CC)C.[C:36]([O:40][C:41]([N:43]1[CH2:48][CH2:47][CH:46]([OH:49])[CH2:45][CH2:44]1)=[O:42])([CH3:39])([CH3:38])[CH3:37]. Product: [Br:18][C:19]1[CH:27]=[C:26]([F:28])[CH:25]=[CH:24][C:20]=1[NH:31][C:34]([O:49][CH:46]1[CH2:47][CH2:48][N:43]([C:41]([O:40][C:36]([CH3:39])([CH3:37])[CH3:38])=[O:42])[CH2:44][CH2:45]1)=[O:8]. The catalyst class is: 11. (2) Product: [F:12][C:13]1[CH:14]=[C:15]2[C:19](=[CH:20][C:21]=1[F:22])[NH:18][C:17]([C:23]1[CH:24]=[CH:25][C:26]([O:30][CH3:31])=[C:27]([NH:29][CH2:7][C:6]3[CH:9]=[CH:10][CH:11]=[C:4]([N+:1]([O-:3])=[O:2])[CH:5]=3)[CH:28]=1)=[CH:16]2. The catalyst class is: 322. Reactant: [N+:1]([C:4]1[CH:5]=[C:6]([CH:9]=[CH:10][CH:11]=1)[CH:7]=O)([O-:3])=[O:2].[F:12][C:13]1[CH:14]=[C:15]2[C:19](=[CH:20][C:21]=1[F:22])[NH:18][C:17]([C:23]1[CH:24]=[CH:25][C:26]([O:30][CH3:31])=[C:27]([NH2:29])[CH:28]=1)=[CH:16]2.C(O[BH-](OC(=O)C)OC(=O)C)(=O)C.[Na+].C(=O)(O)[O-].[Na+]. (3) Reactant: [OH:1][C@@H:2]1[CH2:7][CH2:6][CH2:5][CH2:4][C@H:3]1[NH:8][C:9]1[S:10][C:11]2[CH:17]=[C:16]([CH2:18][N:19]3[C:23]4[CH:24]=[CH:25][C:26]([OH:28])=[CH:27][C:22]=4[N:21]=[CH:20]3)[CH:15]=[CH:14][C:12]=2[N:13]=1.I[CH2:30][CH3:31].C([O-])([O-])=O.[Cs+].[Cs+].O. Product: [CH2:30]([O:28][C:26]1[CH:25]=[CH:24][C:23]2[N:19]([CH2:18][C:16]3[CH:15]=[CH:14][C:12]4[N:13]=[C:9]([NH:8][C@@H:3]5[CH2:4][CH2:5][CH2:6][CH2:7][C@H:2]5[OH:1])[S:10][C:11]=4[CH:17]=3)[CH:20]=[N:21][C:22]=2[CH:27]=1)[CH3:31]. The catalyst class is: 37. (4) Reactant: [OH:1][C:2]1[CH:3]=[CH:4][C:5]2[O:10][CH2:9][C:8](=[O:11])[NH:7][C:6]=2[CH:12]=1.C(=O)([O-])[O-].[K+].[K+].[Br:19][CH2:20][CH2:21][CH2:22]Br. Product: [Br:19][CH2:20][CH2:21][CH2:22][O:1][C:2]1[CH:3]=[CH:4][C:5]2[O:10][CH2:9][C:8](=[O:11])[NH:7][C:6]=2[CH:12]=1. The catalyst class is: 10.